The task is: Predict which catalyst facilitates the given reaction.. This data is from Catalyst prediction with 721,799 reactions and 888 catalyst types from USPTO. (1) Reactant: C(O)C.C([O:6][C:7](=O)/[C:8](=[CH:23]/[C:24]1[CH:29]=[CH:28][C:27]([N:30]2[CH:34]=[C:33]([CH3:35])[N:32]=[CH:31]2)=[C:26]([O:36][CH3:37])[CH:25]=1)/[CH2:9][CH2:10][CH2:11][NH:12][C@@H:13]1[C:21]2[C:16](=[CH:17][CH:18]=[CH:19][CH:20]=2)[CH2:15][C@@H:14]1[OH:22])C.[OH-].[Na+].O. Product: [OH:22][C@H:14]1[CH2:15][C:16]2[C:21](=[CH:20][CH:19]=[CH:18][CH:17]=2)[C@H:13]1[N:12]1[CH2:11][CH2:10][CH2:9]/[C:8](=[CH:23]\[C:24]2[CH:29]=[CH:28][C:27]([N:30]3[CH:34]=[C:33]([CH3:35])[N:32]=[CH:31]3)=[C:26]([O:36][CH3:37])[CH:25]=2)/[C:7]1=[O:6]. The catalyst class is: 13. (2) Reactant: [N+:1]([C:4]1[CH:9]=[CH:8][C:7]([N:10]2[CH2:15][CH2:14][NH:13][CH2:12][CH2:11]2)=[CH:6][CH:5]=1)([O-:3])=[O:2].C(N(CC)CC)C.Cl[C:24]([O:26][C:27]1[CH:32]=[CH:31][C:30]([N+:33]([O-:35])=[O:34])=[CH:29][CH:28]=1)=[O:25]. Product: [N+:1]([C:4]1[CH:5]=[CH:6][C:7]([N:10]2[CH2:15][CH2:14][N:13]([C:24]([O:26][C:27]3[CH:28]=[CH:29][C:30]([N+:33]([O-:35])=[O:34])=[CH:31][CH:32]=3)=[O:25])[CH2:12][CH2:11]2)=[CH:8][CH:9]=1)([O-:3])=[O:2]. The catalyst class is: 34.